Task: Predict the product of the given reaction.. Dataset: Forward reaction prediction with 1.9M reactions from USPTO patents (1976-2016) Given the reactants [CH2:1]([O:3][C:4](=[O:23])[CH2:5][C:6]1[C:7]2[CH:14]=[CH:13][C:12](OS(C(F)(F)F)(=O)=O)=[CH:11][C:8]=2[S:9][CH:10]=1)[CH3:2].[B:24]1([B:24]2[O:28][C:27]([CH3:30])([CH3:29])[C:26]([CH3:32])([CH3:31])[O:25]2)[O:28][C:27]([CH3:30])([CH3:29])[C:26]([CH3:32])([CH3:31])[O:25]1.N#N.[F-].[Cs+], predict the reaction product. The product is: [CH2:1]([O:3][C:4](=[O:23])[CH2:5][C:6]1[C:7]2[CH:14]=[CH:13][C:12]([B:24]3[O:28][C:27]([CH3:30])([CH3:29])[C:26]([CH3:32])([CH3:31])[O:25]3)=[CH:11][C:8]=2[S:9][CH:10]=1)[CH3:2].